Dataset: Forward reaction prediction with 1.9M reactions from USPTO patents (1976-2016). Task: Predict the product of the given reaction. (1) Given the reactants [C:1]12[C:7](=[CH:8][CH:9]=[CH:10][CH:11]=1)[NH:6][C:5](=[O:12])[O:4][C:2]2=[O:3].O[CH2:14][C:15]1[CH:16]=[CH:17][C:18](=[O:21])[NH:19][CH:20]=1, predict the reaction product. The product is: [O:21]=[C:18]1[NH:19][CH:20]=[C:15]([CH2:14][N:6]2[C:7]3[CH:8]=[CH:9][CH:10]=[CH:11][C:1]=3[C:2](=[O:3])[O:4][C:5]2=[O:12])[CH:16]=[CH:17]1. (2) Given the reactants [BH4-].[Na+].[C:3]([O:7][C:8](=[O:27])[CH:9]([CH3:26])[C:10](=[O:25])[CH2:11][CH2:12][C:13]1[CH:18]=[CH:17][C:16]([C:19]2[CH:24]=[CH:23][CH:22]=[CH:21][CH:20]=2)=[CH:15][CH:14]=1)([CH3:6])([CH3:5])[CH3:4].Cl, predict the reaction product. The product is: [C:3]([O:7][C:8](=[O:27])[CH:9]([CH3:26])[CH:10]([OH:25])[CH2:11][CH2:12][C:13]1[CH:14]=[CH:15][C:16]([C:19]2[CH:24]=[CH:23][CH:22]=[CH:21][CH:20]=2)=[CH:17][CH:18]=1)([CH3:6])([CH3:4])[CH3:5]. (3) Given the reactants C(O[BH-](OC(=O)C)OC(=O)C)(=O)C.[Na+].[O:15]1[C:19]2[CH:20]=[CH:21][CH:22]=[CH:23][C:18]=2[C:17]([CH2:24][CH:25]=O)=[CH:16]1.[NH:27]1[CH2:32][CH2:31][CH:30]([NH:33][C:34](=[O:40])[O:35][C:36]([CH3:39])([CH3:38])[CH3:37])[CH2:29][CH2:28]1.[OH-].[Na+], predict the reaction product. The product is: [O:15]1[C:19]2[CH:20]=[CH:21][CH:22]=[CH:23][C:18]=2[C:17]([CH2:24][CH2:25][N:27]2[CH2:28][CH2:29][CH:30]([NH:33][C:34](=[O:40])[O:35][C:36]([CH3:38])([CH3:37])[CH3:39])[CH2:31][CH2:32]2)=[CH:16]1. (4) Given the reactants C(N[CH:5]([CH3:7])[CH3:6])(C)C.C([Li])CCC.[CH3:13][O:14][CH:15]([CH3:20])[C:16]([O:18][CH3:19])=[O:17].[Br:21]C(CBr)=C, predict the reaction product. The product is: [Br:21][C:5](=[CH2:6])[CH2:7][C:15]([O:14][CH3:13])([CH3:20])[C:16]([O:18][CH3:19])=[O:17]. (5) Given the reactants C([O:3][C:4](=O)[CH2:5][N:6]([CH2:13][C:14](=[O:28])[NH:15][C:16]1[CH:21]=[CH:20][C:19]([C:22]2[CH:27]=[CH:26][N:25]=[CH:24][CH:23]=2)=[CH:18][CH:17]=1)[C:7]1[CH:12]=[CH:11][CH:10]=[CH:9][CH:8]=1)C.[BH4-].[Na+].O.Cl, predict the reaction product. The product is: [OH:3][CH2:4][CH2:5][N:6]([C:7]1[CH:12]=[CH:11][CH:10]=[CH:9][CH:8]=1)[CH2:13][C:14]([NH:15][C:16]1[CH:21]=[CH:20][C:19]([C:22]2[CH:27]=[CH:26][N:25]=[CH:24][CH:23]=2)=[CH:18][CH:17]=1)=[O:28]. (6) Given the reactants [O:1]=[C:2]1[NH:6][C:5](=[O:7])[C:4](=[CH:8][C:9]2[CH:10]=[C:11]3[C:16](=[CH:17][CH:18]=2)[N:15]=[CH:14][N:13]=[C:12]3[N:19]2[CH2:24][CH2:23][CH:22]([C:25]([O:27]CC)=[O:26])[CH2:21][CH2:20]2)[S:3]1, predict the reaction product. The product is: [O:1]=[C:2]1[NH:6][C:5](=[O:7])[C:4](=[CH:8][C:9]2[CH:10]=[C:11]3[C:16](=[CH:17][CH:18]=2)[N:15]=[CH:14][N:13]=[C:12]3[N:19]2[CH2:20][CH2:21][CH:22]([C:25]([OH:27])=[O:26])[CH2:23][CH2:24]2)[S:3]1. (7) Given the reactants [Cl:1][C:2]1[CH:10]=[CH:9][C:5]([C:6](O)=[O:7])=[CH:4][N:3]=1.Cl.[CH3:12]OCN.C(Cl)CCl.C1C=C[C:23]2[N:28]([OH:29])N=NC=2C=1, predict the reaction product. The product is: [Cl:1][C:2]1[CH:10]=[CH:9][C:5]([C:6]([N:28]([O:29][CH3:12])[CH3:23])=[O:7])=[CH:4][N:3]=1.